This data is from Forward reaction prediction with 1.9M reactions from USPTO patents (1976-2016). The task is: Predict the product of the given reaction. (1) Given the reactants [C:1]([C:4]1[CH:9]=[CH:8][CH:7]=[CH:6][CH:5]=1)(=[O:3])[CH3:2].[CH:10]1[C:19]2[C:14](=[CH:15][CH:16]=[CH:17][CH:18]=2)[CH:13]=[CH:12][C:11]=1[C:20]([O:22]C)=O.[H-].[Na+].C([O-])(O)=O.[Na+], predict the reaction product. The product is: [CH:10]1[C:19]2[C:14](=[CH:15][CH:16]=[CH:17][CH:18]=2)[CH:13]=[CH:12][C:11]=1[C:20]([CH2:2][C:1](=[O:3])[C:4]1[CH:9]=[CH:8][CH:7]=[CH:6][CH:5]=1)=[O:22]. (2) Given the reactants [CH3:1][O:2][C:3](=[O:26])[C@H:4]([CH2:22][CH2:23][S:24][CH3:25])[NH:5][C:6](=[O:21])[C:7]1[CH:12]=[CH:11][C:10]([NH2:13])=[CH:9][C:8]=1[C:14]1[CH:19]=[CH:18][CH:17]=[CH:16][C:15]=1[CH3:20].[N:27]1[CH:32]=[CH:31][CH:30]=[C:29]([CH:33]=O)[CH:28]=1.C([BH3-])#N.[Na+].C(O)(=O)C, predict the reaction product. The product is: [CH3:1][O:2][C:3](=[O:26])[C@H:4]([CH2:22][CH2:23][S:24][CH3:25])[NH:5][C:6](=[O:21])[C:7]1[CH:12]=[CH:11][C:10]([NH:13][CH2:33][C:29]2[CH:28]=[N:27][CH:32]=[CH:31][CH:30]=2)=[CH:9][C:8]=1[C:14]1[CH:19]=[CH:18][CH:17]=[CH:16][C:15]=1[CH3:20]. (3) Given the reactants [Cl:1][C:2]1[CH:7]=[CH:6][C:5]([CH:8](O)[CH3:9])=[CH:4][C:3]=1[S:11]([CH3:14])(=[O:13])=[O:12].C1(P([N:29]=[N+:30]=[N-:31])(C2C=CC=CC=2)=O)C=CC=CC=1.N12CCCN=C1CCCCC2, predict the reaction product. The product is: [N:29]([CH:8]([C:5]1[CH:6]=[CH:7][C:2]([Cl:1])=[C:3]([S:11]([CH3:14])(=[O:13])=[O:12])[CH:4]=1)[CH3:9])=[N+:30]=[N-:31]. (4) The product is: [CH3:28][O:27][C:24]1[CH:23]=[CH:22][C:21]([CH2:20][NH:9][S:10]([NH:13][CH2:14][C:15]([O:17][CH2:18][CH3:19])=[O:16])(=[O:11])=[O:12])=[CH:26][CH:25]=1. Given the reactants Cl.C(OC([N:9]([CH2:20][C:21]1[CH:26]=[CH:25][C:24]([O:27][CH3:28])=[CH:23][CH:22]=1)[S:10]([NH:13][CH2:14][C:15]([O:17][CH2:18][CH3:19])=[O:16])(=[O:12])=[O:11])=O)CCC, predict the reaction product.